From a dataset of Reaction yield outcomes from USPTO patents with 853,638 reactions. Predict the reaction yield, written as a fraction of the theoretical maximum amount of product (1.0 means a 100% yield; for example, 0.34 means a 34% yield). (1) The reactants are [CH3:1][O:2][C:3]1[CH:4]=[C:5]2[C:10](=[CH:11][C:12]=1[O:13][CH3:14])[N:9]=[CH:8][CH:7]=[C:6]2[O:15][C:16]1[CH:22]=[CH:21][C:19]([NH2:20])=[C:18]([C:23]([F:26])([F:25])[F:24])[CH:17]=1.C(N(CC)CC)C.ClC(Cl)(O[C:38](=[O:44])OC(Cl)(Cl)Cl)Cl.[S:46]1[CH:50]=[CH:49][N:48]=[C:47]1[CH:51]([NH2:53])[CH3:52]. The catalyst is C(Cl)(Cl)Cl. The product is [CH3:1][O:2][C:3]1[CH:4]=[C:5]2[C:10](=[CH:11][C:12]=1[O:13][CH3:14])[N:9]=[CH:8][CH:7]=[C:6]2[O:15][C:16]1[CH:22]=[CH:21][C:19]([NH:20][C:38]([NH:53][CH:51]([C:47]2[S:46][CH:50]=[CH:49][N:48]=2)[CH3:52])=[O:44])=[C:18]([C:23]([F:25])([F:26])[F:24])[CH:17]=1. The yield is 0.680. (2) The reactants are [Br:1][C:2]1[N:3]=[C:4](Cl)[C:5]([N:8]2[CH2:13][CH2:12][N:11]([C:14]([O:16][C:17]([CH3:20])([CH3:19])[CH3:18])=[O:15])[CH2:10][CH2:9]2)=[N:6][CH:7]=1.[OH-].[NH4+:23]. The catalyst is O. The product is [NH2:23][C:4]1[C:5]([N:8]2[CH2:13][CH2:12][N:11]([C:14]([O:16][C:17]([CH3:20])([CH3:19])[CH3:18])=[O:15])[CH2:10][CH2:9]2)=[N:6][CH:7]=[C:2]([Br:1])[N:3]=1. The yield is 0.510. (3) The reactants are Br[C:2]1[CH:7]=[CH:6][CH:5]=[CH:4][C:3]=1[CH:8]([CH3:10])[CH3:9].[Mg].II.[CH3:14][C:15]([CH3:35])([CH3:34])[CH2:16][C:17]([NH:19][C:20]1[C:21]([CH3:33])=[C:22]([CH3:32])[C:23]2[O:27][C:26]([CH3:29])([CH3:28])[C:25](=[O:30])[C:24]=2[CH:31]=1)=[O:18]. The catalyst is C1COCC1. The product is [OH:30][C:25]1([C:7]2[CH:6]=[CH:5][CH:4]=[C:3]([CH:8]([CH3:10])[CH3:9])[CH:2]=2)[C:24]2[CH:31]=[C:20]([NH:19][C:17](=[O:18])[CH2:16][C:15]([CH3:35])([CH3:34])[CH3:14])[C:21]([CH3:33])=[C:22]([CH3:32])[C:23]=2[O:27][C:26]1([CH3:28])[CH3:29]. The yield is 0.160. (4) No catalyst specified. The yield is 0.770. The reactants are Cl.[CH2:2]([NH2:4])[CH3:3].[Cl:5][C:6]1[CH:7]=[C:8]([CH:12]=[CH:13][C:14]=1[F:15])[C:9]([OH:11])=O. The product is [Cl:5][C:6]1[CH:7]=[C:8]([CH:12]=[CH:13][C:14]=1[F:15])[C:9]([NH:4][CH2:2][CH3:3])=[O:11]. (5) The reactants are [C:1](OC(=O)C)(=[O:3])C.[CH3:8][C:9]1([CH3:31])[CH2:18][C:17]2[C:12](=[C:13]3[CH2:22][C:21]([CH3:24])([CH3:23])[O:20][C:14]3=[C:15]([NH2:19])[CH:16]=2)[C:11]([C:25]2[CH:30]=[CH:29][CH:28]=[CH:27][CH:26]=2)=[N:10]1.[OH-].[Na+]. The catalyst is C(O)=O. The product is [CH3:8][C:9]1([CH3:31])[CH2:18][C:17]2[C:12](=[C:13]3[CH2:22][C:21]([CH3:23])([CH3:24])[O:20][C:14]3=[C:15]([NH:19][CH:1]=[O:3])[CH:16]=2)[C:11]([C:25]2[CH:26]=[CH:27][CH:28]=[CH:29][CH:30]=2)=[N:10]1. The yield is 0.870. (6) The reactants are [CH3:1][O:2][C:3]1[CH:4]=[C:5]2[C:10](=[CH:11][C:12]=1[O:13][CH3:14])[N:9]=[CH:8][N:7]=[C:6]2[O:15][C:16]1[CH:22]=[CH:21][C:19]([NH2:20])=[CH:18][CH:17]=1.C1(C)C=CC=CC=1.C(N(CC)CC)C.Cl[C:38](Cl)([O:40]C(=O)OC(Cl)(Cl)Cl)Cl.[Br:49][C:50]1[CH:51]=[C:52]([CH:56]=[CH:57][CH:58]=1)[CH:53]([OH:55])[CH3:54]. The catalyst is C(Cl)Cl. The product is [CH3:1][O:2][C:3]1[CH:4]=[C:5]2[C:10](=[CH:11][C:12]=1[O:13][CH3:14])[N:9]=[CH:8][N:7]=[C:6]2[O:15][C:16]1[CH:22]=[CH:21][C:19]([NH:20][C:38](=[O:40])[O:55][CH:53]([C:52]2[CH:56]=[CH:57][CH:58]=[C:50]([Br:49])[CH:51]=2)[CH3:54])=[CH:18][CH:17]=1. The yield is 0.440. (7) The reactants are [C:1]([C:3]1[CH:4]=[C:5]([CH:21]=[CH:22][CH:23]=1)[CH2:6][O:7][C:8]1[C:9]([CH3:20])=[N:10][C:11]([CH:17]2[CH2:19][CH2:18]2)=[C:12]([CH:16]=1)[C:13](O)=[O:14])#[N:2].[NH2:24][C:25]1[CH:32]=[CH:31][C:28]([C:29]#[N:30])=[CH:27][CH:26]=1. No catalyst specified. The product is [C:1]([C:3]1[CH:4]=[C:5]([CH:21]=[CH:22][CH:23]=1)[CH2:6][O:7][C:8]1[C:9]([CH3:20])=[N:10][C:11]([CH:17]2[CH2:19][CH2:18]2)=[C:12]([CH:16]=1)[C:13]([NH:24][C:25]1[CH:32]=[CH:31][C:28]([C:29]#[N:30])=[CH:27][CH:26]=1)=[O:14])#[N:2]. The yield is 0.270.